From a dataset of Forward reaction prediction with 1.9M reactions from USPTO patents (1976-2016). Predict the product of the given reaction. (1) Given the reactants [CH2:1]([C:4]1[CH:5](O)[C:6](=[O:9])[O:7][CH:8]=1)[CH2:2][CH3:3].C(OCC)(=[O:13])C, predict the reaction product. The product is: [OH:13][C:8]1[O:7][C:6](=[O:9])[CH2:5][C:4]=1[CH2:1][CH2:2][CH3:3]. (2) Given the reactants [CH3:1][S:2]([OH:5])(=[O:4])=[O:3].[CH3:6][O:7][C:8]1[CH:9]=[C:10](/[C:16](=[CH:19]/[C:20]2[S:21][C:22]([N:25]3[CH2:30][CH2:29][N:28]([CH2:31][CH2:32][OH:33])[CH2:27][CH2:26]3)=[CH:23][CH:24]=2)/[C:17]#[N:18])[CH:11]=[CH:12][C:13]=1[O:14][CH3:15], predict the reaction product. The product is: [CH3:1][S:2]([OH:5])(=[O:4])=[O:3].[CH3:6][O:7][C:8]1[CH:9]=[C:10](/[C:16](=[CH:19]/[C:20]2[S:21][C:22]([N:25]3[CH2:30][CH2:29][N:28]([CH2:31][CH2:32][OH:33])[CH2:27][CH2:26]3)=[CH:23][CH:24]=2)/[C:17]#[N:18])[CH:11]=[CH:12][C:13]=1[O:14][CH3:15]. (3) Given the reactants [Br:1][C:2]1[CH:15]=[C:14]2[C:5]([C:6]3[CH:7]=[CH:8][C:9]([C:16]4[CH:17]=[CH:18][C:19]5[N:23]=[C:22]([C@@H:24]6[CH2:28][CH2:27][CH2:26][N:25]6C(OC(C)(C)C)=O)[NH:21][C:20]=5[CH:36]=4)=[CH:10][C:11]=3[CH2:12][CH2:13]2)=[CH:4][CH:3]=1.Cl.[CH3:38][O:39][C:40]([NH:42][C@@H:43]([CH:47]([CH3:49])[CH3:48])[C:44](O)=[O:45])=[O:41].CN(C(ON1N=NC2C=CC=NC1=2)=[N+](C)C)C.F[P-](F)(F)(F)(F)F.C(N(C(C)C)CC)(C)C, predict the reaction product. The product is: [Br:1][C:2]1[CH:15]=[C:14]2[C:5]([C:6]3[CH:7]=[CH:8][C:9]([C:16]4[CH:17]=[CH:18][C:19]5[N:23]=[C:22]([C@@H:24]6[CH2:28][CH2:27][CH2:26][N:25]6[C:44](=[O:45])[C@@H:43]([NH:42][C:40](=[O:41])[O:39][CH3:38])[CH:47]([CH3:49])[CH3:48])[NH:21][C:20]=5[CH:36]=4)=[CH:10][C:11]=3[CH2:12][CH2:13]2)=[CH:4][CH:3]=1. (4) Given the reactants [CH3:1][C@@H:2]1[O:7][C@H:6]([CH3:8])[CH2:5][N:4]([C:9]2[C:16]([F:17])=[CH:15][C:14]([C:18]#[CH:19])=[CH:13][C:10]=2[CH:11]=[O:12])[CH2:3]1.Br[C:21]1[S:22][CH:23]=[N:24][N:25]=1, predict the reaction product. The product is: [CH3:1][C@H:2]1[O:7][C@@H:6]([CH3:8])[CH2:5][N:4]([C:9]2[C:16]([F:17])=[CH:15][C:14]([C:18]#[C:19][C:21]3[S:22][CH:23]=[N:24][N:25]=3)=[CH:13][C:10]=2[CH:11]=[O:12])[CH2:3]1. (5) Given the reactants [N:1]1[C:10]2[C:5](=[CH:6][CH:7]=[CH:8][C:9]=2[C:11]([OH:13])=O)[CH:4]=[CH:3][CH:2]=1.C(Cl)(=O)C(Cl)=O.[CH3:20][C:21]1[C:22]([CH2:27][N:28]([CH2:35][C:36]2[C:41]([CH3:42])=[CH:40][CH:39]=[CH:38][N:37]=2)[CH:29]2[CH2:34][CH2:33][NH:32][CH2:31][CH2:30]2)=[N:23][CH:24]=[CH:25][CH:26]=1.CCN(C(C)C)C(C)C, predict the reaction product. The product is: [CH3:20][C:21]1[C:22]([CH2:27][N:28]([CH2:35][C:36]2[C:41]([CH3:42])=[CH:40][CH:39]=[CH:38][N:37]=2)[CH:29]2[CH2:34][CH2:33][N:32]([C:11]([C:9]3[CH:8]=[CH:7][CH:6]=[C:5]4[C:10]=3[N:1]=[CH:2][CH:3]=[CH:4]4)=[O:13])[CH2:31][CH2:30]2)=[N:23][CH:24]=[CH:25][CH:26]=1. (6) Given the reactants [Br:1][C:2]1[CH:3]=[C:4]([CH:8]=[C:9]([Br:12])[C:10]=1[OH:11])[C:5]([OH:7])=O.S(Cl)(Cl)=O.[NH:17]1[CH2:22][CH2:21][O:20][C:19]2[N:23]=[CH:24][CH:25]=[CH:26][C:18]1=2.O, predict the reaction product. The product is: [Br:12][C:9]1[CH:8]=[C:4]([C:5]([N:17]2[CH2:22][CH2:21][O:20][C:19]3[N:23]=[CH:24][CH:25]=[CH:26][C:18]2=3)=[O:7])[CH:3]=[C:2]([Br:1])[C:10]=1[OH:11].